This data is from Catalyst prediction with 721,799 reactions and 888 catalyst types from USPTO. The task is: Predict which catalyst facilitates the given reaction. (1) Reactant: C([O:8][C:9]1[CH:14]=[CH:13][C:12](/[CH:15]=[CH:16]/[C:17]([O:19][C:20]([CH3:23])([CH3:22])[CH3:21])=[O:18])=[CH:11][CH:10]=1)C1C=CC=CC=1.C(O)C. Product: [OH:8][C:9]1[CH:10]=[CH:11][C:12]([CH2:15][CH2:16][C:17]([O:19][C:20]([CH3:23])([CH3:22])[CH3:21])=[O:18])=[CH:13][CH:14]=1. The catalyst class is: 849. (2) Reactant: [CH2:1]([C:5]1[S:9][N:8]=[C:7]([C:10]([O:12]CC)=[O:11])[CH:6]=1)[CH2:2][CH2:3][CH3:4].C(O)C.[OH-].[K+].Cl. Product: [CH2:1]([C:5]1[S:9][N:8]=[C:7]([C:10]([OH:12])=[O:11])[CH:6]=1)[CH2:2][CH2:3][CH3:4]. The catalyst class is: 6. (3) Reactant: [C:1]1([C:7]2[NH:23][C:10]3=[N:11][CH:12]=[C:13]([CH:15]([C:17]4[CH:18]=[N:19][CH:20]=[CH:21][CH:22]=4)[OH:16])[CH:14]=[C:9]3[CH:8]=2)[CH:6]=[CH:5][CH:4]=[CH:3][CH:2]=1.IC1C=CC=CC=1C(O)=O. Product: [C:1]1([C:7]2[NH:23][C:10]3=[N:11][CH:12]=[C:13]([C:15]([C:17]4[CH:18]=[N:19][CH:20]=[CH:21][CH:22]=4)=[O:16])[CH:14]=[C:9]3[CH:8]=2)[CH:2]=[CH:3][CH:4]=[CH:5][CH:6]=1. The catalyst class is: 217. (4) Reactant: CS(O[CH2:6][C:7]1([CH3:26])[CH2:12][CH2:11][CH:10]([S:13]([C:16]2[CH:21]=[CH:20][CH:19]=[C:18]([C:22]([F:25])([F:24])[F:23])[CH:17]=2)(=[O:15])=[O:14])[CH2:9][CH2:8]1)(=O)=O.[N-:27]=[N+:28]=[N-:29].[Na+]. The catalyst class is: 3. Product: [N:27]([CH2:6][C:7]1([CH3:26])[CH2:12][CH2:11][CH:10]([S:13]([C:16]2[CH:21]=[CH:20][CH:19]=[C:18]([C:22]([F:25])([F:24])[F:23])[CH:17]=2)(=[O:15])=[O:14])[CH2:9][CH2:8]1)=[N+:28]=[N-:29]. (5) Reactant: [F:1][C:2]1[CH:3]=[C:4]2[C:9](=[CH:10][CH:11]=1)[CH:8]=[C:7](C(O)=O)[CH:6]=[CH:5]2.C([N:17]([CH2:20]C)CC)C.P(N=[N+]=[N-])(=O)(OC1C=CC=CC=1)[O:23]C1C=CC=CC=1.[NH2:41][C:42]1[S:52][C:45]2[CH2:46][N:47]([CH2:50][CH3:51])[CH2:48][CH2:49][C:44]=2[C:43]=1[C:53]([NH2:55])=[O:54]. Product: [CH2:50]([N:47]1[CH2:48][CH2:49][C:44]2[C:43]([C:53]([NH2:55])=[O:54])=[C:42]([NH:41][C:20]([NH:17][C:7]3[CH:6]=[CH:5][C:4]4[C:9](=[CH:10][CH:11]=[C:2]([F:1])[CH:3]=4)[CH:8]=3)=[O:23])[S:52][C:45]=2[CH2:46]1)[CH3:51]. The catalyst class is: 359. (6) Reactant: [NH2:1][C:2]1[N:7]=[CH:6][N:5]=[C:4]2[N:8]([CH:30]3[CH2:35][CH2:34]C(=O)[CH2:32][CH2:31]3)[N:9]=[C:10]([C:11]3[CH:16]=[CH:15][C:14]([NH:17][C:18]([C:20]4[N:21]([CH3:29])[C:22]5[C:27]([CH:28]=4)=[CH:26][CH:25]=[CH:24][CH:23]=5)=[O:19])=[CH:13][CH:12]=3)[C:3]=12.[C:37](O)(=O)C.[CH3:41][N:42]1[CH2:47][CH2:46][NH:45][CH2:44][CH2:43]1.[C:48](O[BH-](OC(=O)C)OC(=O)C)(=O)C.[Na+]. Product: [NH2:1][C:2]1[N:7]=[CH:6][N:5]=[C:4]2[N:8]([C@H:30]3[CH2:35][CH2:34][C@@H:41]([N:42]4[CH2:47][CH2:46][N:45]([CH3:37])[CH2:44][CH2:43]4)[CH2:32][CH2:31]3)[N:9]=[C:10]([C:11]3[CH:12]=[CH:13][C:14]([NH:17][C:18]([C:20]4[N:21]([CH3:29])[C:22]5[C:27]([CH:28]=4)=[CH:26][CH:25]=[CH:24][CH:23]=5)=[O:19])=[CH:15][CH:16]=3)[C:3]=12.[NH2:1][C:2]1[N:7]=[CH:6][N:5]=[C:4]2[N:8]([C@H:30]3[CH2:35][CH2:34][C@H:41]([N:42]4[CH2:47][CH2:46][N:45]([CH3:48])[CH2:44][CH2:43]4)[CH2:32][CH2:31]3)[N:9]=[C:10]([C:11]3[CH:12]=[CH:13][C:14]([NH:17][C:18]([C:20]4[N:21]([CH3:29])[C:22]5[C:27]([CH:28]=4)=[CH:26][CH:25]=[CH:24][CH:23]=5)=[O:19])=[CH:15][CH:16]=3)[C:3]=12. The catalyst class is: 26.